From a dataset of Full USPTO retrosynthesis dataset with 1.9M reactions from patents (1976-2016). Predict the reactants needed to synthesize the given product. (1) The reactants are: [Cl-].C([P+](CCCC)(CCCC)CCCC)C1C=CC=CC=1.Cl[CH2:23][Si:24]([Cl:27])([Cl:26])[Cl:25].[Cl:28][SiH:29]([Cl:31])[Cl:30]. Given the product [Cl:25][Si:24]([Cl:27])([Cl:26])[CH2:23][Si:29]([Cl:31])([Cl:30])[Cl:28], predict the reactants needed to synthesize it. (2) The reactants are: [Br:1][C:2]1[CH:3]=[CH:4][CH:5]=[C:6]2[C:11]=1[N:10]=[CH:9][C:8]([C:12]([O:14][CH2:15][CH3:16])=[O:13])=[C:7]2O.O=P(Cl)(Cl)[Cl:20]. Given the product [Br:1][C:2]1[CH:3]=[CH:4][CH:5]=[C:6]2[C:11]=1[N:10]=[CH:9][C:8]([C:12]([O:14][CH2:15][CH3:16])=[O:13])=[C:7]2[Cl:20], predict the reactants needed to synthesize it. (3) Given the product [Br:1][C:2]1[CH:7]=[CH:6][C:5]([C:8]2[CH2:9][C:10]([C:16]3[CH:21]=[C:20]([Cl:22])[CH:19]=[C:18]([Cl:23])[CH:17]=3)([C:11]([F:14])([F:13])[F:12])[S:15][N:28]=2)=[CH:4][C:3]=1[CH3:25], predict the reactants needed to synthesize it. The reactants are: [Br:1][C:2]1[CH:7]=[CH:6][C:5]([C:8](=O)[CH2:9][C:10]([C:16]2[CH:21]=[C:20]([Cl:22])[CH:19]=[C:18]([Cl:23])[CH:17]=2)([SH:15])[C:11]([F:14])([F:13])[F:12])=[CH:4][C:3]=1[CH3:25].[OH-].[K+].[NH2:28]OS(O)(=O)=O. (4) Given the product [CH3:1][O:2][CH:3]([O:40][CH3:41])[CH2:4][N:5]1[C:12]2[C:13](=[CH:14][CH:15]=[CH:16][CH:17]=2)[C:18](=[O:39])[C:19]([CH2:20][CH:21]2[CH2:22][CH2:23][N:24]([CH2:27][C:28]3[S:32][C:31]([C:33]4[CH:38]=[CH:37][CH:36]=[CH:35][N:34]=4)=[N:30][CH:29]=3)[CH2:25][CH2:26]2)=[C:6]1[C:7]([O:9][CH3:10])=[O:8], predict the reactants needed to synthesize it. The reactants are: [CH3:1][O:2][CH:3]([O:40][CH3:41])[CH2:4][N:5]([C:12]1[CH:17]=[CH:16][CH:15]=[CH:14][C:13]=1[C:18](=[O:39])[CH2:19][CH2:20][CH:21]1[CH2:26][CH2:25][N:24]([CH2:27][C:28]2[S:32][C:31]([C:33]3[CH:38]=[CH:37][CH:36]=[CH:35][N:34]=3)=[N:30][CH:29]=2)[CH2:23][CH2:22]1)[C:6](=O)[C:7]([O:9][CH3:10])=[O:8].C(=O)([O-])[O-].[K+].[K+].